The task is: Regression. Given a peptide amino acid sequence and an MHC pseudo amino acid sequence, predict their binding affinity value. This is MHC class II binding data.. This data is from Peptide-MHC class II binding affinity with 134,281 pairs from IEDB. (1) The peptide sequence is KLAFLVQTEPRMLLM. The MHC is DRB1_0401 with pseudo-sequence DRB1_0401. The binding affinity (normalized) is 1.00. (2) The peptide sequence is LMCEIEGHHLASAAI. The MHC is HLA-DQA10102-DQB10602 with pseudo-sequence HLA-DQA10102-DQB10602. The binding affinity (normalized) is 0.713. (3) The peptide sequence is MNVSIPHSFTMTLK. The MHC is HLA-DQA10501-DQB10301 with pseudo-sequence HLA-DQA10501-DQB10301. The binding affinity (normalized) is 0.367. (4) The peptide sequence is AHGIPKVPPGPNITA. The MHC is DRB1_0405 with pseudo-sequence DRB1_0405. The binding affinity (normalized) is 0. (5) The peptide sequence is VCGMFTNRSGSQQWR. The MHC is DRB3_0101 with pseudo-sequence DRB3_0101. The binding affinity (normalized) is 0.232. (6) The peptide sequence is KFSLIFLVRCQLQNP. The MHC is DRB1_0101 with pseudo-sequence DRB1_0101. The binding affinity (normalized) is 0. (7) The peptide sequence is NSYSGVEGEGLHKLGYI. The MHC is DRB1_0101 with pseudo-sequence DRB1_0101. The binding affinity (normalized) is 0.820. (8) The peptide sequence is GMTGCGNTPIFKSGR. The MHC is HLA-DPA10201-DPB11401 with pseudo-sequence HLA-DPA10201-DPB11401. The binding affinity (normalized) is 0.0121. (9) The peptide sequence is VWGQKYFKGNFERLA. The MHC is DRB1_1101 with pseudo-sequence DRB1_1101. The binding affinity (normalized) is 0.380. (10) The peptide sequence is IQDLEKYVEDTKIDL. The MHC is DRB1_0405 with pseudo-sequence DRB1_0405. The binding affinity (normalized) is 0.221.